Dataset: Reaction yield outcomes from USPTO patents with 853,638 reactions. Task: Predict the reaction yield, written as a fraction of the theoretical maximum amount of product (1.0 means a 100% yield; for example, 0.34 means a 34% yield). (1) The reactants are Br[C:2]([CH3:9])([CH3:8])[C:3]([O:5][CH2:6][CH3:7])=[O:4].[NH2:10][C:11]1[N:12]([C:17]2[C:26]3[C:21](=[CH:22][CH:23]=[CH:24][CH:25]=3)[C:20]([CH:27]3[CH2:29][CH2:28]3)=[CH:19][CH:18]=2)[C:13]([SH:16])=[N:14][N:15]=1.[I-].[K+]. The catalyst is CN(C=O)C. The product is [NH2:10][C:11]1[N:12]([C:17]2[C:26]3[C:21](=[CH:22][CH:23]=[CH:24][CH:25]=3)[C:20]([CH:27]3[CH2:29][CH2:28]3)=[CH:19][CH:18]=2)[C:13]([S:16][C:2]([CH3:9])([CH3:8])[C:3]([O:5][CH2:6][CH3:7])=[O:4])=[N:14][N:15]=1. The yield is 0.270. (2) The reactants are [N:1]1[CH:6]=[CH:5][CH:4]=[C:3]([CH2:7][OH:8])[CH:2]=1.[H-].[Na+].[NH2:11][C:12]1[C:21](Cl)=[N:20][C:19]2[C:14](=[CH:15][CH:16]=[CH:17][CH:18]=2)[N:13]=1.[Cl-].[NH4+]. The catalyst is O1CCCC1.C(OCC)(=O)C. The product is [NH2:11][C:12]1[C:21]([O:8][CH2:7][C:3]2[CH:2]=[N:1][CH:6]=[CH:5][CH:4]=2)=[N:20][C:19]2[C:14](=[CH:15][CH:16]=[CH:17][CH:18]=2)[N:13]=1. The yield is 0.910. (3) The reactants are [NH:1]1[C:9]2[C:4](=[CH:5][CH:6]=[CH:7][CH:8]=2)[C:3]2([C:13]3=[CH:14][C:15]4[O:19][CH2:18][O:17][C:16]=4[CH:20]=[C:12]3[O:11][CH2:10]2)[C:2]1=[O:21].Cl[CH2:23][CH:24]1[O:28][C:27](=[O:29])[NH:26][CH2:25]1.C(=O)([O-])[O-].[Cs+].[Cs+]. The catalyst is CN(C)C=O. The product is [O:29]=[C:27]1[NH:26][CH2:25][CH:24]([CH2:23][N:1]2[C:9]3[C:4](=[CH:5][CH:6]=[CH:7][CH:8]=3)[C:3]3([C:13]4=[CH:14][C:15]5[O:19][CH2:18][O:17][C:16]=5[CH:20]=[C:12]4[O:11][CH2:10]3)[C:2]2=[O:21])[O:28]1. The yield is 0.250. (4) The reactants are [H-].[Na+].[N:3]1[CH:8]=[CH:7][CH:6]=[CH:5][C:4]=1[CH2:9][OH:10].[CH:11]([CH:14]1[C:19]2[N:20]=[CH:21][NH:22][C:18]=2[CH2:17][CH2:16][N:15]1[C:23](OCC(Cl)(Cl)Cl)=[O:24])([CH3:13])[CH3:12]. The catalyst is C1COCC1. The product is [CH:11]([CH:14]1[C:19]2[N:20]=[CH:21][NH:22][C:18]=2[CH2:17][CH2:16][N:15]1[C:23]([O:10][CH2:9][C:4]1[CH:5]=[CH:6][CH:7]=[CH:8][N:3]=1)=[O:24])([CH3:13])[CH3:12]. The yield is 0.144.